Dataset: Full USPTO retrosynthesis dataset with 1.9M reactions from patents (1976-2016). Task: Predict the reactants needed to synthesize the given product. (1) Given the product [C:1]([O:5][C:6](=[O:26])[NH:7][CH:8]([CH:20]=[O:25])[CH2:9][C:10]1[CH:19]=[CH:18][C:17]2[C:12](=[CH:13][CH:14]=[CH:15][CH:16]=2)[CH:11]=1)([CH3:2])([CH3:4])[CH3:3], predict the reactants needed to synthesize it. The reactants are: [C:1]([O:5][C:6](=[O:26])[NH:7][CH:8]([C:20](=[O:25])NCOC)[CH2:9][C:10]1[CH:19]=[CH:18][C:17]2[C:12](=[CH:13][CH:14]=[CH:15][CH:16]=2)[CH:11]=1)([CH3:4])([CH3:3])[CH3:2].[H-].[H-].[H-].[H-].[Li+].[Al+3]. (2) Given the product [CH2:1]([N:8]1[CH2:13][CH2:12][CH:11]([C:14]([NH:16][C:17]2[CH:22]=[CH:21][C:20]([CH2:23][NH:24][C:25]3[C:34]4[C:29](=[CH:30][C:31]([CH3:35])=[CH:32][CH:33]=4)[N:28]=[C:27]([N:37]4[CH2:41][CH2:40][CH2:39][CH2:38]4)[N:26]=3)=[CH:19][CH:18]=2)=[O:15])[CH2:10][CH2:9]1)[C:2]1[CH:7]=[CH:6][CH:5]=[CH:4][CH:3]=1, predict the reactants needed to synthesize it. The reactants are: [CH2:1]([N:8]1[CH2:13][CH2:12][CH:11]([C:14]([NH:16][C:17]2[CH:22]=[CH:21][C:20]([CH2:23][NH:24][C:25]3[C:34]4[C:29](=[CH:30][C:31]([CH3:35])=[CH:32][CH:33]=4)[N:28]=[C:27](Cl)[N:26]=3)=[CH:19][CH:18]=2)=[O:15])[CH2:10][CH2:9]1)[C:2]1[CH:7]=[CH:6][CH:5]=[CH:4][CH:3]=1.[NH:37]1[CH2:41][CH2:40][CH2:39][CH2:38]1. (3) Given the product [CH2:33]([N:30]1[CH:2]=[C:1]([C:3]2[N:8]=[CH:7][C:6]3[NH:9][C:11]4[N:12]=[CH:13][C:14]([C:16]5[CH:21]=[CH:20][C:19]([CH2:22][N:23]6[CH2:28][CH2:27][CH2:26][CH2:25][CH2:24]6)=[CH:18][CH:17]=5)=[CH:15][C:10]=4[C:5]=3[CH:4]=2)[N:32]=[N:31]1)[C:34]1[CH:39]=[CH:38][CH:37]=[CH:36][CH:35]=1, predict the reactants needed to synthesize it. The reactants are: [C:1]([C:3]1[N:8]=[CH:7][C:6]([NH2:9])=[C:5]([C:10]2[C:11](F)=[N:12][CH:13]=[C:14]([C:16]3[CH:21]=[CH:20][C:19]([CH2:22][N:23]4[CH2:28][CH2:27][CH2:26][CH2:25][CH2:24]4)=[CH:18][CH:17]=3)[CH:15]=2)[CH:4]=1)#[CH:2].[N:30]([CH2:33][C:34]1[CH:39]=[CH:38][CH:37]=[CH:36][CH:35]=1)=[N+:31]=[N-:32]. (4) The reactants are: [CH2:1]([O:8][C:9]1[CH:14]=[CH:13][C:12]([Br:15])=[CH:11][C:10]=1[CH:16]([CH3:22])[CH2:17][C:18]([O:20][CH3:21])=[O:19])[C:2]1[CH:7]=[CH:6][CH:5]=[CH:4][CH:3]=1.C(=O)=O. Given the product [CH2:1]([O:8][C:9]1[CH:14]=[CH:13][C:12]([Br:15])=[CH:11][C:10]=1[C@H:16]([CH3:22])[CH2:17][C:18]([O:20][CH3:21])=[O:19])[C:2]1[CH:3]=[CH:4][CH:5]=[CH:6][CH:7]=1, predict the reactants needed to synthesize it. (5) Given the product [CH3:1][N:2]1[CH:6]=[CH:5][C:4]([NH:7][C:8]([C:10]2[C:15]([NH:18][C:19]3[CH:24]=[N:23][CH:22]=[CH:21][N:20]=3)=[CH:14][CH:13]=[C:12]([CH3:17])[N:11]=2)=[O:9])=[N:3]1, predict the reactants needed to synthesize it. The reactants are: [CH3:1][N:2]1[CH:6]=[CH:5][C:4]([NH:7][C:8]([C:10]2[C:15](Br)=[CH:14][CH:13]=[C:12]([CH3:17])[N:11]=2)=[O:9])=[N:3]1.[NH2:18][C:19]1[CH:24]=[N:23][CH:22]=[CH:21][N:20]=1.